Task: Predict the reaction yield, written as a fraction of the theoretical maximum amount of product (1.0 means a 100% yield; for example, 0.34 means a 34% yield).. Dataset: Reaction yield outcomes from USPTO patents with 853,638 reactions The product is [CH2:1]([N:6]1[C:14]2[N:13]=[C:12]([C:15]([F:16])([F:18])[F:17])[NH:11][C:10]=2[C:9](=[O:19])[N:8]2[CH:22]=[N:21][N:20]=[C:7]12)[CH2:2][CH2:3][CH2:4][CH3:5]. The yield is 0.480. The reactants are [CH2:1]([N:6]1[C:14]2[N:13]=[C:12]([C:15]([F:18])([F:17])[F:16])[NH:11][C:10]=2[C:9](=[O:19])[NH:8]/[C:7]/1=[N:20]\[NH2:21])[CH2:2][CH2:3][CH2:4][CH3:5].[CH:22](OCC)(OCC)OCC. No catalyst specified.